This data is from Forward reaction prediction with 1.9M reactions from USPTO patents (1976-2016). The task is: Predict the product of the given reaction. (1) Given the reactants [C:1]([CH2:3][C:4]([O:6][C:7]([CH3:10])([CH3:9])[CH3:8])=[O:5])#[N:2].[H-].[Na+].Cl[C:14]1[N:19]=[N:18][C:17]([C:20]([N:22]2[CH2:41][CH2:40][C:25]3[N:26]=[C:27]([NH:30][CH:31]4[CH2:39][C:38]5[C:33](=[CH:34][CH:35]=[CH:36][CH:37]=5)[CH2:32]4)[N:28]=[CH:29][C:24]=3[CH2:23]2)=[O:21])=[CH:16][CH:15]=1, predict the reaction product. The product is: [C:1]([CH:3]([C:14]1[N:19]=[N:18][C:17]([C:20]([N:22]2[CH2:41][CH2:40][C:25]3[N:26]=[C:27]([NH:30][CH:31]4[CH2:39][C:38]5[C:33](=[CH:34][CH:35]=[CH:36][CH:37]=5)[CH2:32]4)[N:28]=[CH:29][C:24]=3[CH2:23]2)=[O:21])=[CH:16][CH:15]=1)[C:4]([O:6][C:7]([CH3:10])([CH3:9])[CH3:8])=[O:5])#[N:2]. (2) The product is: [N:1]1[CH:6]=[CH:5][CH:4]=[C:3]([CH:7]=[N+:8]([CH3:10])[O-:9])[CH:2]=1.[CH2:30]([O:29][CH2:28][C:15]1[N:14]([CH2:11][CH:12]2[O:9][N:8]([CH3:10])[CH:7]([C:3]3[CH:2]=[N:1][CH:6]=[CH:5][CH:4]=3)[CH2:13]2)[C:26]2[C:25]3[CH:24]=[CH:23][CH:22]=[CH:21][C:20]=3[N:19]=[C:18]([NH2:27])[C:17]=2[N:16]=1)[CH3:31]. Given the reactants [N:1]1[CH:6]=[CH:5][CH:4]=[C:3]([CH:7]=[N+:8]([CH3:10])[O-:9])[CH:2]=1.[CH2:11]([N:14]1[C:26]2[C:25]3[CH:24]=[CH:23][CH:22]=[CH:21][C:20]=3[N:19]=[C:18]([NH2:27])[C:17]=2[N:16]=[C:15]1[CH2:28][O:29][CH2:30][CH3:31])[CH:12]=[CH2:13], predict the reaction product. (3) Given the reactants [CH2:1]([O:3][C:4]1[CH:9]=[CH:8][C:7]([C:10]2[CH:11]=[C:12]3[C:16](=[CH:17][CH:18]=2)[C:15](=[O:19])[O:14][CH2:13]3)=[C:6]([OH:20])[C:5]=1[O:21][CH3:22])[CH3:2].C(=O)([O-])[O-].[K+].[K+].Br[CH2:30][C:31]1([CH2:35][OH:36])[CH2:34][O:33][CH2:32]1, predict the reaction product. The product is: [CH2:1]([O:3][C:4]1[CH:9]=[CH:8][C:7]([C:10]2[CH:11]=[C:12]3[C:16](=[CH:17][CH:18]=2)[C:15](=[O:19])[O:14][CH2:13]3)=[C:6]([O:20][CH2:30][C:31]2([CH2:35][OH:36])[CH2:34][O:33][CH2:32]2)[C:5]=1[O:21][CH3:22])[CH3:2]. (4) Given the reactants [CH:1]1[C:6]([OH:7])=[CH:5][CH:4]=[CH:3][C:2]=1[CH3:8].[C:9]1([OH:17])[C:10]([CH3:16])=[CH:11][CH:12]=[C:13]([CH3:15])[CH:14]=1.O.O.C(O)(=O)C(O)=O.C=O, predict the reaction product. The product is: [CH:1]1[C:6]([OH:7])=[CH:5][CH:4]=[CH:3][C:2]=1[CH3:8].[C:9]1([OH:17])[C:10]([CH3:16])=[CH:11][CH:12]=[C:13]([CH3:15])[CH:14]=1.